This data is from Peptide-MHC class II binding affinity with 134,281 pairs from IEDB. The task is: Regression. Given a peptide amino acid sequence and an MHC pseudo amino acid sequence, predict their binding affinity value. This is MHC class II binding data. (1) The peptide sequence is RLKGESRKTFVELMR. The MHC is DRB1_1101 with pseudo-sequence DRB1_1101. The binding affinity (normalized) is 0.404. (2) The peptide sequence is DEARRMWASAQNISG. The MHC is HLA-DPA10103-DPB10401 with pseudo-sequence HLA-DPA10103-DPB10401. The binding affinity (normalized) is 0.443. (3) The peptide sequence is AYTSSDDQISLFDQS. The MHC is DRB1_1302 with pseudo-sequence DRB1_1302. The binding affinity (normalized) is 0.